This data is from Catalyst prediction with 721,799 reactions and 888 catalyst types from USPTO. The task is: Predict which catalyst facilitates the given reaction. (1) Reactant: [CH3:1][O:2][C:3]1[CH:4]=[C:5]2[C:10](=[CH:11][C:12]=1[O:13][CH3:14])[CH:9]([CH3:15])[NH:8][CH2:7][CH2:6]2.[C:16]([C:20]1[CH:34]=[CH:33][C:23]([O:24][C:25]2[CH:26]=[C:27]([CH:30]=[CH:31][CH:32]=2)[CH:28]=O)=[CH:22][CH:21]=1)([CH3:19])([CH3:18])[CH3:17].[BH-](OC(C)=O)(OC(C)=O)OC(C)=O.[Na+].[OH-].[Na+]. Product: [C:16]([C:20]1[CH:34]=[CH:33][C:23]([O:24][C:25]2[CH:26]=[C:27]([CH:30]=[CH:31][CH:32]=2)[CH2:28][N:8]2[CH2:7][CH2:6][C:5]3[C:10](=[CH:11][C:12]([O:13][CH3:14])=[C:3]([O:2][CH3:1])[CH:4]=3)[CH:9]2[CH3:15])=[CH:22][CH:21]=1)([CH3:19])([CH3:17])[CH3:18]. The catalyst class is: 559. (2) Reactant: O[N:2]=[CH:3][C:4]1[CH:11]=[CH:10][C:7]([C:8]#[N:9])=[CH:6][C:5]=1[O:12][C:13]1[CH:18]=[CH:17][CH:16]=[CH:15][CH:14]=1. Product: [NH2:2][CH2:3][C:4]1[CH:11]=[CH:10][C:7]([C:8]#[N:9])=[CH:6][C:5]=1[O:12][C:13]1[CH:18]=[CH:17][CH:16]=[CH:15][CH:14]=1. The catalyst class is: 183. (3) Reactant: [F:1][C:2]1[CH:3]=[CH:4][CH:5]=[C:6]2[C:10]=1[NH:9][N:8]=[C:7]2[C:11]([OH:13])=[O:12].S(=O)(=O)(O)O.[CH3:19]O. Product: [F:1][C:2]1[CH:3]=[CH:4][CH:5]=[C:6]2[C:10]=1[NH:9][N:8]=[C:7]2[C:11]([O:13][CH3:19])=[O:12]. The catalyst class is: 13. (4) Reactant: [F:1][C:2]([F:15])([F:14])[C:3]1[CH:8]=[CH:7][C:6]([C@@H:9]2[O:11][C@H:10]2[CH2:12][OH:13])=[CH:5][CH:4]=1.Cl([O-])(=O)(=O)=O.[Li+].[N-:22]=[N+:23]=[N-:24].[Na+]. Product: [N:22]([C@H:9]([C:6]1[CH:7]=[CH:8][C:3]([C:2]([F:15])([F:14])[F:1])=[CH:4][CH:5]=1)[C@@H:10]([OH:11])[CH2:12][OH:13])=[N+:23]=[N-:24]. The catalyst class is: 10.